From a dataset of Catalyst prediction with 721,799 reactions and 888 catalyst types from USPTO. Predict which catalyst facilitates the given reaction. (1) Reactant: [NH2:1][C:2]1[S:3][CH:4]=[C:5]([CH2:7][OH:8])[N:6]=1.C([O-])([O-])=O.[K+].[K+].Cl[C:16]1[C:25]2[C:24](=[O:26])[N:23]([CH3:27])[CH:22]=[N:21][C:20]=2[CH:19]=[C:18]([Cl:28])[N:17]=1. Product: [Cl:28][C:18]1[N:17]=[C:16]([NH:1][C:2]2[S:3][CH:4]=[C:5]([CH2:7][OH:8])[N:6]=2)[C:25]2[C:24](=[O:26])[N:23]([CH3:27])[CH:22]=[N:21][C:20]=2[CH:19]=1. The catalyst class is: 12. (2) Reactant: [CH2:1](Cl)[CH:2]=[CH2:3].[CH3:5][O:6][C:7](=[O:15])[C@H:8]([CH2:13][SH:14])[NH:9][C:10](=[O:12])[CH3:11].C([O-])([O-])=O.[K+].[K+]. Product: [CH3:5][O:6][C:7](=[O:15])[C@H:8]([CH2:13][S:14][CH2:3][CH:2]=[CH2:1])[NH:9][C:10](=[O:12])[CH3:11]. The catalyst class is: 3. (3) Reactant: [H-].[Na+].CN(C)C=O.[Cl:8][C:9]1[N:18]=[C:17]([N:19]2[CH2:23][CH2:22][C@H:21]([NH:24][C:25](=[O:31])[O:26][C:27]([CH3:30])([CH3:29])[CH3:28])[CH2:20]2)[C:16]2[C:11](=[CH:12][CH:13]=[CH:14][CH:15]=2)[N:10]=1.Br[CH2:33][CH2:34][CH3:35]. Product: [Cl:8][C:9]1[N:18]=[C:17]([N:19]2[CH2:23][CH2:22][C@H:21]([N:24]([CH2:33][CH2:34][CH3:35])[C:25](=[O:31])[O:26][C:27]([CH3:28])([CH3:30])[CH3:29])[CH2:20]2)[C:16]2[C:11](=[CH:12][CH:13]=[CH:14][CH:15]=2)[N:10]=1. The catalyst class is: 6. (4) Reactant: Cl.Cl.[CH2:3]1[NH:8][CH2:7][CH2:6][N:5]2[CH2:9][C@H:10]([CH2:13][N:14]3[C:22]4[C:17](=[CH:18][CH:19]=[CH:20][CH:21]=4)[CH2:16][C:15]3=[O:23])[CH2:11][CH2:12][C@@H:4]12.Cl[C:25]1[N:30]=[CH:29][CH:28]=[CH:27][N:26]=1.C(=O)([O-])[O-].[Na+].[Na+]. Product: [N:26]1[CH:27]=[CH:28][CH:29]=[N:30][C:25]=1[N:8]1[CH2:7][CH2:6][N:5]2[CH2:9][C@H:10]([CH2:13][N:14]3[C:22]4[C:17](=[CH:18][CH:19]=[CH:20][CH:21]=4)[CH2:16][C:15]3=[O:23])[CH2:11][CH2:12][C@H:4]2[CH2:3]1. The catalyst class is: 6. (5) Reactant: [N:1]([C:4]1[CH:22]=[CH:21][C:7]([C:8]([NH:10][CH2:11][CH2:12][C:13]2[CH:18]=[CH:17][C:16]([O:19][CH3:20])=[CH:15][CH:14]=2)=O)=[CH:6][CH:5]=1)=[N+:2]=[N-:3].C=O.[BH3-][C:26]#N.[Na+]. Product: [N:1]([C:4]1[CH:22]=[CH:21][C:7]([CH:8]2[C:18]3[C:13](=[CH:14][CH:15]=[C:16]([O:19][CH3:20])[CH:17]=3)[CH2:12][CH2:11][N:10]2[CH3:26])=[CH:6][CH:5]=1)=[N+:2]=[N-:3]. The catalyst class is: 5.